From a dataset of Catalyst prediction with 721,799 reactions and 888 catalyst types from USPTO. Predict which catalyst facilitates the given reaction. (1) Reactant: C1(N=C=NC2CCCCC2)CCCCC1.[OH:16][C:17]1[CH:27]=[CH:26][C:20]([CH:21]([OH:25])[C:22]([OH:24])=O)=[CH:19][C:18]=1[O:28][CH3:29].ON1C(=O)CCC1=O.[CH3:38][CH2:39][CH2:40][CH:41]([NH2:45])[CH2:42][CH2:43][CH3:44].C(=O)(O)[O-].[Na+].Cl. Product: [CH3:38][CH2:39][CH2:40][CH:41]([NH:45][C:22](=[O:24])[CH:21]([OH:25])[C:20]1[CH:26]=[CH:27][C:17]([OH:16])=[C:18]([O:28][CH3:29])[CH:19]=1)[CH2:42][CH2:43][CH3:44]. The catalyst class is: 38. (2) Reactant: [H-].[Na+].[C:3]([O:7][C:8]([N:10]1[CH2:13][CH:12]([CH2:14][OH:15])[CH2:11]1)=[O:9])([CH3:6])([CH3:5])[CH3:4].[CH3:16]I.O. Product: [C:3]([O:7][C:8]([N:10]1[CH2:13][CH:12]([CH2:14][O:15][CH3:16])[CH2:11]1)=[O:9])([CH3:6])([CH3:5])[CH3:4]. The catalyst class is: 1. (3) Reactant: [CH:1]1([N:5]2[CH2:10][CH2:9][N:8]([C:11](=[O:32])[CH2:12][N:13]3[CH2:22][CH2:21][C:20]4[C:15](=[CH:16][CH:17]=[C:18](B5OC(C)(C)C(C)(C)O5)[CH:19]=4)[CH2:14]3)[CH2:7][CH2:6]2)[CH2:4][CH2:3][CH2:2]1.Br[C:34]1C=C[C:37](=[O:41])[N:38](C)[CH:39]=1.C([O-])([O-])=[O:43].[K+].[K+].O1CCOCC1. Product: [CH:1]1([N:5]2[CH2:10][CH2:9][N:8]([C:11](=[O:32])[CH2:12][N:13]3[CH2:22][CH2:21][C:20]4[C:15](=[CH:16][CH:17]=[C:18]([N:38]5[CH2:39][CH2:34][O:43][C:37]5=[O:41])[CH:19]=4)[CH2:14]3)[CH2:7][CH2:6]2)[CH2:2][CH2:3][CH2:4]1. The catalyst class is: 103. (4) Reactant: [CH3:1][O:2][C:3](=[O:15])[C:4]1[CH:9]=[C:8]([CH2:10]Br)[CH:7]=[CH:6][C:5]=1[N+:12]([O-:14])=[O:13].C(N(CC)CC)C.[CH3:23][N:24]1[CH2:29][CH2:28][NH:27][CH2:26][CH2:25]1. Product: [CH3:1][O:2][C:3](=[O:15])[C:4]1[CH:9]=[C:8]([CH2:10][N:27]2[CH2:28][CH2:29][N:24]([CH3:23])[CH2:25][CH2:26]2)[CH:7]=[CH:6][C:5]=1[N+:12]([O-:14])=[O:13]. The catalyst class is: 2. (5) Reactant: C(=O)([O-])[O-].[Cs+].[Cs+].[F:7][C:8]1[C:9](=[O:15])[NH:10][CH:11]=[CH:12][C:13]=1[I:14].Br[CH2:17][CH2:18][C:19]([CH3:29])([S:25]([CH3:28])(=[O:27])=[O:26])[C:20]([O:22][CH2:23][CH3:24])=[O:21]. Product: [F:7][C:8]1[C:9](=[O:15])[N:10]([CH2:17][CH2:18][C@@:19]([CH3:29])([S:25]([CH3:28])(=[O:27])=[O:26])[C:20]([O:22][CH2:23][CH3:24])=[O:21])[CH:11]=[CH:12][C:13]=1[I:14]. The catalyst class is: 1. (6) Reactant: [NH:1]1[CH2:6][CH2:5][O:4][CH:3]([CH2:7][CH2:8][N:9]2[C:13]3[CH:14]=[CH:15][CH:16]=[CH:17][C:12]=3[N:11]([C:18]3[CH:23]=[CH:22][CH:21]=[CH:20][CH:19]=3)[S:10]2(=[O:25])=[O:24])[CH2:2]1. Product: [NH:1]1[CH2:6][CH2:5][O:4][C@@H:3]([CH2:7][CH2:8][N:9]2[C:13]3[CH:14]=[CH:15][CH:16]=[CH:17][C:12]=3[N:11]([C:18]3[CH:19]=[CH:20][CH:21]=[CH:22][CH:23]=3)[S:10]2(=[O:25])=[O:24])[CH2:2]1. The catalyst class is: 5.